Dataset: Forward reaction prediction with 1.9M reactions from USPTO patents (1976-2016). Task: Predict the product of the given reaction. (1) The product is: [Si:18]([O:17][CH2:16][C@@H:15]([CH3:25])[CH2:14][N:7]1[C:6]2[CH:12]=[C:2]([CH3:1])[CH:3]=[CH:4][C:5]=2[O:10][CH2:9][C:8]1=[O:11])([C:21]([CH3:22])([CH3:23])[CH3:24])([CH3:19])[CH3:20]. Given the reactants [CH3:1][C:2]1[CH:3]=[CH:4][C:5]2[O:10][CH2:9][C:8](=[O:11])[NH:7][C:6]=2[CH:12]=1.Br[CH2:14][C@H:15]([CH3:25])[CH2:16][O:17][Si:18]([C:21]([CH3:24])([CH3:23])[CH3:22])([CH3:20])[CH3:19].C([O-])([O-])=O.[Cs+].[Cs+].CN(C=O)C, predict the reaction product. (2) Given the reactants [Li+].[BH4-].[CH3:3][C:4]1[NH:5][CH:6]=[CH:7][C:8]=1C1C=CC(I)=CC=1, predict the reaction product. The product is: [NH:5]1[CH:6]=[CH:7][CH:8]=[CH:4]1.[CH:8]1[CH:7]=[C:6]([CH2:3][C:4]2[NH:5][CH:6]=[CH:7][CH:8]=2)[NH:5][CH:4]=1. (3) Given the reactants Cl.Cl.[O:3]1[C:11]2[CH:10]=[CH:9][N:8]=[C:7]([O:12][C:13]3[CH:18]=[CH:17][C:16]([C:19]4[C:20](=O)[NH:21][N:22]=[CH:23][C:24]=4[CH3:25])=[C:15]([CH3:27])[CH:14]=3)[C:6]=2[CH:5]=[CH:4]1.P(Cl)(Cl)([Cl:30])=O, predict the reaction product. The product is: [Cl:30][C:20]1[N:21]=[N:22][CH:23]=[C:24]([CH3:25])[C:19]=1[C:16]1[CH:17]=[CH:18][C:13]([O:12][C:7]2[C:6]3[CH:5]=[CH:4][O:3][C:11]=3[CH:10]=[CH:9][N:8]=2)=[CH:14][C:15]=1[CH3:27]. (4) Given the reactants [CH2:1]([O:8][C:9]1[C:10](Br)=[N:11][CH:12]=[CH:13][CH:14]=1)[C:2]1[CH:7]=[CH:6][CH:5]=[CH:4][CH:3]=1.[OH:16][C:17]1[CH:18]=[C:19]([CH:25]=[CH:26][CH:27]=1)[C:20]([O:22][CH2:23][CH3:24])=[O:21].C(=O)([O-])[O-].[K+].[K+].Cl.C(=O)([O-])O.[Na+], predict the reaction product. The product is: [CH2:1]([O:8][C:9]1[C:10]([O:16][C:17]2[CH:27]=[CH:26][CH:25]=[C:19]([C:20]([O:22][CH2:23][CH3:24])=[O:21])[CH:18]=2)=[N:11][CH:12]=[CH:13][CH:14]=1)[C:2]1[CH:7]=[CH:6][CH:5]=[CH:4][CH:3]=1. (5) The product is: [CH3:1][C@@H:2]1[O:7][C@@H:6]([O:8][C@@H:9]2[C:14]3=[C:15]([OH:32])[C:16]4[C:28](=[O:29])[C:27]5[C:22](=[CH:23][CH:24]=[CH:25][C:26]=5[O:30][CH3:31])[C:20](=[O:21])[C:17]=4[C:18]([OH:19])=[C:13]3[CH2:12][C@@:11]([OH:37])([C:33]([CH2:35][OH:36])=[O:34])[CH2:10]2)[CH2:5][C@H:4]([NH2:38])[C@@H:3]1[OH:39]. Given the reactants [CH3:1][C@@H:2]1[O:7][C@@H:6]([O:8][C@@H:9]2[C:14]3=[C:15]([OH:32])[C:16]4[C:28](=[O:29])[C:27]5[C:22](=[CH:23][CH:24]=[CH:25][C:26]=5[O:30][CH3:31])[C:20](=[O:21])[C:17]=4[C:18]([OH:19])=[C:13]3[CH2:12][C@@:11]([OH:37])([C:33]([CH2:35][OH:36])=[O:34])[CH2:10]2)[CH2:5][C@H:4]([NH2:38])[C@@H:3]1[OH:39].Cl, predict the reaction product. (6) The product is: [OH:1][C:2]1[CH:9]=[C:8]([O:10][CH:15]2[CH2:16][CH2:17][CH2:18][CH2:19][O:14]2)[CH:7]=[C:6]([CH2:11][O:12][CH3:13])[C:3]=1[CH:4]=[O:5]. Given the reactants [OH:1][C:2]1[CH:9]=[C:8]([OH:10])[CH:7]=[C:6]([CH2:11][O:12][CH3:13])[C:3]=1[CH:4]=[O:5].[O:14]1[CH:19]=[CH:18][CH2:17][CH2:16][CH2:15]1, predict the reaction product.